From a dataset of Full USPTO retrosynthesis dataset with 1.9M reactions from patents (1976-2016). Predict the reactants needed to synthesize the given product. (1) Given the product [Br:1][C:2]1[CH:3]=[CH:4][C:5]2[N:6]([C:8]([C:18]([OH:20])=[O:19])=[C:9]([C:11]3[CH:12]=[CH:13][C:14]([F:17])=[CH:15][CH:16]=3)[N:10]=2)[CH:7]=1, predict the reactants needed to synthesize it. The reactants are: [Br:1][C:2]1[CH:3]=[CH:4][C:5]2[N:6]([C:8]([C:18]([O:20]CC)=[O:19])=[C:9]([C:11]3[CH:16]=[CH:15][C:14]([F:17])=[CH:13][CH:12]=3)[N:10]=2)[CH:7]=1.CO.[OH-].[Na+].Cl. (2) The reactants are: [ClH:1].[NH2:2][C@@H:3]1[CH2:5][C@H:4]1[C:6]1[CH:20]=[CH:19][C:9]([C:10]([NH:12][C:13]2[CH:18]=[CH:17][CH:16]=[CH:15][CH:14]=2)=[O:11])=[CH:8][CH:7]=1.C(=O)([O-])O.[Na+].[BH4-].[Na+]. Given the product [ClH:1].[CH:4]1([CH2:6][NH:2][C@@H:3]2[CH2:5][C@H:4]2[C:6]2[CH:20]=[CH:19][C:9]([C:10]([NH:12][C:13]3[CH:14]=[CH:15][CH:16]=[CH:17][CH:18]=3)=[O:11])=[CH:8][CH:7]=2)[CH2:5][CH2:3]1, predict the reactants needed to synthesize it. (3) Given the product [Cl:20][C:14]1[CH:15]=[C:16]([Cl:19])[CH:17]=[CH:18][C:13]=1[C:9]1[N:4]2[N:5]=[C:6]([CH3:8])[CH:7]=[C:2]([NH:45][CH:42]([CH2:43][CH3:44])[CH2:40][CH3:41])[C:3]2=[CH:11][C:10]=1[CH3:12], predict the reactants needed to synthesize it. The reactants are: Br[C:2]1[C:3]2[N:4]([C:9]([C:13]3[CH:18]=[CH:17][C:16]([Cl:19])=[CH:15][C:14]=3[Cl:20])=[C:10]([CH3:12])[CH:11]=2)[N:5]=[C:6]([CH3:8])[CH:7]=1.C1(PC2C=CC=CC=2)C=CC=CC=1.C([O-])([O-])=O.[Cs+].[Cs+].[CH2:40]([CH:42]([NH2:45])[CH2:43][CH3:44])[CH3:41]. (4) Given the product [CH3:2][O:3][C:4]1[CH:5]=[C:6]([S:12]([N:15]2[CH2:20][C@H:19]([CH3:21])[N:18]([S:40]([C:37]3[CH:36]=[CH:35][C:34]([O:33][CH3:32])=[CH:39][CH:38]=3)(=[O:42])=[O:41])[CH2:17][C@@H:16]2[CH3:22])(=[O:13])=[O:14])[CH:7]=[CH:8][C:9]=1[O:10][CH3:11], predict the reactants needed to synthesize it. The reactants are: Cl.[CH3:2][O:3][C:4]1[CH:5]=[C:6]([S:12]([N:15]2[CH2:20][C@H:19]([CH3:21])[NH:18][CH2:17][C@@H:16]2[CH3:22])(=[O:14])=[O:13])[CH:7]=[CH:8][C:9]=1[O:10][CH3:11].CCN(C(C)C)C(C)C.[CH3:32][O:33][C:34]1[CH:39]=[CH:38][C:37]([S:40](Cl)(=[O:42])=[O:41])=[CH:36][CH:35]=1. (5) Given the product [CH3:39][NH:40][C:4](=[O:23])[CH:5]=[C:6]([C:13]1[CH:21]=[C:20]2[C:16]([CH:17]=[CH:18][N:19]2[CH3:22])=[CH:15][CH:14]=1)[C:7]1[CH:12]=[CH:11][CH:10]=[CH:9][CH:8]=1, predict the reactants needed to synthesize it. The reactants are: C(O[C:4](=[O:23])[CH:5]=[C:6]([C:13]1[CH:21]=[C:20]2[C:16]([CH:17]=[CH:18][N:19]2[CH3:22])=[CH:15][CH:14]=1)[C:7]1[CH:12]=[CH:11][CH:10]=[CH:9][CH:8]=1)C.C(OC(=O)C=C(C1C=CC=C2C=1C(C#N)=[CH:39][NH:40]2)C1C=CC=CC=1)C. (6) Given the product [C:49]([C:46]([CH3:48])([CH3:47])[C:42]1[CH:41]=[C:40]([CH:45]=[CH:44][CH:43]=1)[C:39]([NH:38][C:33]1[CH:34]=[CH:35][C:36]([CH3:37])=[C:31]([N:27]2[C:26](=[O:52])[C:25]3[C:30](=[C:21]([NH:57][CH2:56][CH2:55][O:54][CH3:53])[CH:22]=[CH:23][CH:24]=3)[N:29]=[CH:28]2)[CH:32]=1)=[O:51])#[N:50], predict the reactants needed to synthesize it. The reactants are: C(=O)([O-])[O-].[Cs+].[Cs+].C(P(C(C)(C)C)C(C)(C)C)(C)(C)C.Cl[C:21]1[CH:22]=[CH:23][CH:24]=[C:25]2[C:30]=1[N:29]=[CH:28][N:27]([C:31]1[CH:32]=[C:33]([NH:38][C:39](=[O:51])[C:40]3[CH:45]=[CH:44][CH:43]=[C:42]([C:46]([C:49]#[N:50])([CH3:48])[CH3:47])[CH:41]=3)[CH:34]=[CH:35][C:36]=1[CH3:37])[C:26]2=[O:52].[CH3:53][O:54][CH2:55][CH2:56][NH2:57]. (7) Given the product [CH3:1][S:2]([OH:5])(=[O:4])=[O:3].[NH2:13][C@@H:14]1[CH2:19][CH2:18][CH2:17][N:16]([C:20]2[C:32]([CH2:33][C:34]3[CH:39]=[C:38]([F:40])[CH:37]=[CH:36][C:35]=3[Cl:41])=[C:23]3[C:24](=[O:31])[NH:25][C:26]([C:28]([OH:30])=[O:29])=[CH:27][N:22]3[N:21]=2)[CH2:15]1, predict the reactants needed to synthesize it. The reactants are: [CH3:1][S:2]([OH:5])(=[O:4])=[O:3].C(OC([NH:13][C@@H:14]1[CH2:19][CH2:18][CH2:17][N:16]([C:20]2[C:32]([CH2:33][C:34]3[CH:39]=[C:38]([F:40])[CH:37]=[CH:36][C:35]=3[Cl:41])=[C:23]3[C:24](=[O:31])[NH:25][C:26]([C:28]([OH:30])=[O:29])=[CH:27][N:22]3[N:21]=2)[CH2:15]1)=O)(C)(C)C. (8) Given the product [CH:31]1([C@H:26]([NH:25][C:23]([C:14]2[C:13]([NH:12][C:10]([NH:9][C:5]3[C:6]([CH3:8])=[CH:7][C:2]([CH:38]=[CH2:39])=[CH:3][C:4]=3[CH3:37])=[O:11])=[CH:22][C:21]3[C:16](=[CH:17][CH:18]=[CH:19][CH:20]=3)[CH:15]=2)=[O:24])[C:27]([O:29][CH3:30])=[O:28])[CH2:36][CH2:35][CH2:34][CH2:33][CH2:32]1, predict the reactants needed to synthesize it. The reactants are: Br[C:2]1[CH:7]=[C:6]([CH3:8])[C:5]([NH:9][C:10]([NH:12][C:13]2[C:14]([C:23]([NH:25][C@@H:26]([CH:31]3[CH2:36][CH2:35][CH2:34][CH2:33][CH2:32]3)[C:27]([O:29][CH3:30])=[O:28])=[O:24])=[CH:15][C:16]3[C:21]([CH:22]=2)=[CH:20][CH:19]=[CH:18][CH:17]=3)=[O:11])=[C:4]([CH3:37])[CH:3]=1.[CH2:38]([Sn](CCCC)(CCCC)C=C)[CH2:39]CC. (9) Given the product [CH3:17][O:16][C:14]([CH:13]([C@H:5]([C:6]1[CH:11]=[CH:10][CH:9]=[CH:8][CH:7]=1)[CH2:4][N+:1]([O-:3])=[O:2])[C:12]([O:19][CH3:20])=[O:18])=[O:15], predict the reactants needed to synthesize it. The reactants are: [N+:1](/[CH:4]=[CH:5]/[C:6]1[CH:11]=[CH:10][CH:9]=[CH:8][CH:7]=1)([O-:3])=[O:2].[C:12]([O:19][CH3:20])(=[O:18])[CH2:13][C:14]([O:16][CH3:17])=[O:15].